Dataset: Reaction yield outcomes from USPTO patents with 853,638 reactions. Task: Predict the reaction yield, written as a fraction of the theoretical maximum amount of product (1.0 means a 100% yield; for example, 0.34 means a 34% yield). The yield is 0.930. The product is [ClH:34].[NH2:26][C@@H:10]([CH2:9][C:4]1[CH:5]=[CH:6][C:7]([OH:8])=[C:2]([OH:1])[CH:3]=1)[C:11]([O:13][C@H:14]([CH3:25])[CH2:15][O:16][C:17]([C:19]1[CH:24]=[CH:23][CH:22]=[CH:21][CH:20]=1)=[O:18])=[O:12]. The reactants are [OH:1][C:2]1[CH:3]=[C:4]([CH2:9][C@H:10]([NH:26]C(OC(C)(C)C)=O)[C:11]([O:13][C@H:14]([CH3:25])[CH2:15][O:16][C:17]([C:19]2[CH:24]=[CH:23][CH:22]=[CH:21][CH:20]=2)=[O:18])=[O:12])[CH:5]=[CH:6][C:7]=1[OH:8].[ClH:34]. The catalyst is O1CCOCC1.